Predict which catalyst facilitates the given reaction. From a dataset of Catalyst prediction with 721,799 reactions and 888 catalyst types from USPTO. (1) Reactant: [CH3:1][C:2]1[C:7]2[C:8]([O:10][C:11]3[C:12]([CH3:23])=[C:13]([O:21][CH3:22])[CH:14]=[C:15]([C:18]([OH:20])=[O:19])[C:16]=3[O:17][C:6]=2[C:5]([CH:24]=[O:25])=[C:4]([OH:26])[CH:3]=1)=[O:9].[Br:27]Br.O. Product: [Br:27][C:3]1[C:4]([OH:26])=[C:5]([CH:24]=[O:25])[C:6]2[O:17][C:16]3[C:15]([C:18]([OH:20])=[O:19])=[CH:14][C:13]([O:21][CH3:22])=[C:12]([CH3:23])[C:11]=3[O:10][C:8](=[O:9])[C:7]=2[C:2]=1[CH3:1]. The catalyst class is: 15. (2) Reactant: C(Cl)(Cl)=[O:2].[OH:5][C:6]1[N:11]=[CH:10][C:9]([N:12]2[C:17](=[O:18])[CH2:16][C:15]([CH3:20])([CH3:19])[CH2:14][C:13]2=[O:21])=[CH:8][CH:7]=1.[CH2:22]([N:24]([CH:28](C)C)[CH:25]([CH3:27])[CH3:26])C.[Cl:31][C:32]1[CH:37]=CC(CN)=C[CH:33]=1.N12CCN(CC1)CC2. Product: [CH3:20][C:15]1([CH3:19])[CH2:16][C:17](=[O:18])[N:12]([C:9]2[CH:10]=[N:11][C:6]([O:5][C:22](=[O:2])[N:24]([C:25]3[CH:26]=[CH:37][C:32]([Cl:31])=[CH:33][CH:27]=3)[CH3:28])=[CH:7][CH:8]=2)[C:13](=[O:21])[CH2:14]1. The catalyst class is: 4. (3) Product: [NH2:1][C:2]1[N:6]([CH2:7][CH2:8][CH2:9][CH3:10])[C:5]([S:34][C:31]2[S:32][CH:33]=[C:29]([C:23]3[CH:28]=[CH:27][CH:26]=[CH:25][CH:24]=3)[N:30]=2)=[N:4][C:3]=1[C:12]([NH2:14])=[O:13]. Reactant: [NH2:1][C:2]1[N:6]([CH2:7][CH2:8][CH2:9][CH3:10])[C:5](Br)=[N:4][C:3]=1[C:12]([NH2:14])=[O:13].CC(C)([O-])C.[K+].[Br-].[Li+].[C:23]1([C:29]2[N:30]=[C:31]([SH:34])[S:32][CH:33]=2)[CH:28]=[CH:27][CH:26]=[CH:25][CH:24]=1. The catalyst class is: 3. (4) Reactant: [NH2:1][CH2:2][CH2:3][CH2:4][C@H:5]([NH:9][C:10]([C:12]1[S:13][C:14]([CH:17]([C:24]2[CH:29]=[CH:28][CH:27]=[CH:26][CH:25]=2)[C:18]2[CH:23]=[CH:22][CH:21]=[CH:20][CH:19]=2)=[CH:15][CH:16]=1)=[O:11])[C:6]([OH:8])=[O:7].[C:30]([OH:36])([C:32]([F:35])([F:34])[F:33])=[O:31].Cl.[C:38](=[NH:43])(OCC)[CH3:39].CCN(CC)CC. Product: [C:24]1([CH:17]([C:18]2[CH:19]=[CH:20][CH:21]=[CH:22][CH:23]=2)[C:14]2[S:13][C:12]([C:10]([NH:9][C@@H:5]([CH2:4][CH2:3][CH2:2][NH:1][C:38](=[NH:43])[CH3:39])[C:6]([OH:8])=[O:7])=[O:11])=[CH:16][CH:15]=2)[CH:29]=[CH:28][CH:27]=[CH:26][CH:25]=1.[C:30]([OH:36])([C:32]([F:35])([F:34])[F:33])=[O:31]. The catalyst class is: 8.